This data is from Buchwald-Hartwig C-N cross coupling reaction yields with 55,370 reactions. The task is: Predict the reaction yield, written as a fraction of the theoretical maximum amount of product (1.0 means a 100% yield; for example, 0.34 means a 34% yield). (1) The reactants are FC(F)(F)c1ccc(Br)cc1.Cc1ccc(N)cc1.O=S(=O)(O[Pd]1c2ccccc2-c2ccccc2N~1)C(F)(F)F.COc1ccc(OC)c(P(C(C)(C)C)C(C)(C)C)c1-c1c(C(C)C)cc(C(C)C)cc1C(C)C.CN(C)C(=NC(C)(C)C)N(C)C.COC(=O)c1ccno1. No catalyst specified. The product is Cc1ccc(Nc2ccc(C(F)(F)F)cc2)cc1. The yield is 0.102. (2) The reactants are Ic1cccnc1.Cc1ccc(N)cc1.O=S(=O)(O[Pd]1c2ccccc2-c2ccccc2N~1)C(F)(F)F.COc1ccc(OC)c(P(C(C)(C)C)C(C)(C)C)c1-c1c(C(C)C)cc(C(C)C)cc1C(C)C.CN1CCCN2CCCN=C12.CCOC(=O)c1cc(C)on1. No catalyst specified. The product is Cc1ccc(Nc2cccnc2)cc1. The yield is 0.876. (3) The reactants are Clc1cccnc1.Cc1ccc(N)cc1.O=S(=O)(O[Pd]1c2ccccc2-c2ccccc2N~1)C(F)(F)F.COc1ccc(OC)c(P([C@]23C[C@H]4C[C@H](C[C@H](C4)C2)C3)[C@]23C[C@H]4C[C@H](C[C@H](C4)C2)C3)c1-c1c(C(C)C)cc(C(C)C)cc1C(C)C.CN(C)C(=NC(C)(C)C)N(C)C.CCOC(=O)c1cnoc1. No catalyst specified. The product is Cc1ccc(Nc2cccnc2)cc1. The yield is 0. (4) The reactants are Brc1ccccn1.Cc1ccc(N)cc1.O=S(=O)(O[Pd]1c2ccccc2-c2ccccc2N~1)C(F)(F)F.COc1ccc(OC)c(P(C(C)(C)C)C(C)(C)C)c1-c1c(C(C)C)cc(C(C)C)cc1C(C)C.CN(C)C(=NC(C)(C)C)N(C)C.CCOC(=O)c1cc(OC)no1. No catalyst specified. The product is Cc1ccc(Nc2ccccn2)cc1. The yield is 0.566.